From a dataset of Full USPTO retrosynthesis dataset with 1.9M reactions from patents (1976-2016). Predict the reactants needed to synthesize the given product. Given the product [C:11]([O:15][C:16](=[O:19])[CH2:17][O:10][C:7]1[N:8]=[CH:9][C:4]([Br:3])=[CH:5][N:6]=1)([CH3:14])([CH3:13])[CH3:12], predict the reactants needed to synthesize it. The reactants are: [H-].[Na+].[Br:3][C:4]1[CH:5]=[N:6][C:7]([OH:10])=[N:8][CH:9]=1.[C:11]([O:15][C:16](=[O:19])[CH2:17]Br)([CH3:14])([CH3:13])[CH3:12].O.